The task is: Regression/Classification. Given a drug SMILES string, predict its absorption, distribution, metabolism, or excretion properties. Task type varies by dataset: regression for continuous measurements (e.g., permeability, clearance, half-life) or binary classification for categorical outcomes (e.g., BBB penetration, CYP inhibition). For this dataset (solubility_aqsoldb), we predict Y.. This data is from Aqueous solubility values for 9,982 compounds from the AqSolDB database. (1) The drug is CC(C)(c1ccc(OS(=O)(=O)c2cccc(NNC3=C4C(=O)C=C(S(=O)(=O)O)C=C4C=CC3=N)c2)cc1)c1ccc(OS(=O)(=O)c2cccc(NNC3=C4C(=O)C=C(S(=O)(=O)O)C=C4C=CC3=N)c2)cc1.[Na+].[Na+]. The Y is -2.96 log mol/L. (2) The molecule is CC(C)C(N)C(=O)NC(C(=O)O)C(C)C. The Y is -0.400 log mol/L. (3) The drug is O=S1(=O)CCCO1. The Y is -0.0869 log mol/L. (4) The drug is CC1=CCC(C(C)CC2CCCC2=O)CC1. The Y is -4.68 log mol/L. (5) The drug is CC1=CC(=O)[C@@H](C(C)C)CC1. The Y is -1.79 log mol/L. (6) The molecule is COC(=O)Nc1cccc(OC(=O)Nc2cccc(C)c2)c1. The Y is -4.78 log mol/L. (7) The compound is COP(=S)(OC)SCN1C(=O)c2ccccc2C1=O. The Y is -4.10 log mol/L. (8) The molecule is CCC1C2CC3C4N(C)c5ccccc5C45CC(C2C5O)N3C1O. The Y is -2.82 log mol/L. (9) The drug is IC=CI. The Y is -3.22 log mol/L. (10) The drug is Nc1cc(Cl)ccc1Oc1ccc(Cl)cc1Cl. The Y is -5.05 log mol/L.